Dataset: Full USPTO retrosynthesis dataset with 1.9M reactions from patents (1976-2016). Task: Predict the reactants needed to synthesize the given product. (1) Given the product [CH3:13][NH:14][C:3]([C:5]1[CH:10]=[C:9]([CH3:11])[C:8]([Br:12])=[CH:7][N:6]=1)=[O:2], predict the reactants needed to synthesize it. The reactants are: C[O:2][C:3]([C:5]1[CH:10]=[C:9]([CH3:11])[C:8]([Br:12])=[CH:7][N:6]=1)=O.[CH3:13][NH2:14]. (2) Given the product [NH2:1][C:2]1[C:7]([C:8]#[N:9])=[C:6]([N:10]2[CH2:15][CH2:14][CH:13]([C:16]3[N:17]([CH2:32][CH2:33][NH:34][CH2:35][CH2:36][O:40][CH3:39])[CH:18]=[C:19]([C:21]4[CH:26]=[CH:25][C:24]([F:27])=[C:23]([C:28]([F:31])([F:30])[F:29])[CH:22]=4)[N:20]=3)[CH2:12][CH2:11]2)[N:5]=[CH:4][N:3]=1, predict the reactants needed to synthesize it. The reactants are: [NH2:1][C:2]1[C:7]([C:8]#[N:9])=[C:6]([N:10]2[CH2:15][CH2:14][CH:13]([C:16]3[N:17]([CH2:32][CH2:33][NH:34][CH2:35][CH:36]4CC4)[CH:18]=[C:19]([C:21]4[CH:26]=[CH:25][C:24]([F:27])=[C:23]([C:28]([F:31])([F:30])[F:29])[CH:22]=4)[N:20]=3)[CH2:12][CH2:11]2)[N:5]=[CH:4][N:3]=1.[CH3:39][O:40]CCN.NC1C(C(N)=O)=C(N2CCC(C3N(CCN(CCN(C)C)C)C=C(C4C=CC(F)=C(C(F)(F)F)C=4)N=3)CC2)N=CN=1. (3) Given the product [OH:7][P:6]([O-:9])([OH:8])=[O:5].[OH:7][P:6]([O-:9])([O-:8])=[O:5].[Na+:1].[Na+:1].[Na+:1].[Cl-:2].[Cl-:2].[K+:4].[K+:4], predict the reactants needed to synthesize it. The reactants are: [Na+:1].[Cl-:2].[Cl-].[K+:4].[OH:5][P:6]([O-:9])([OH:8])=[O:7].[K+]. (4) Given the product [F:1][C:2]1[CH:3]=[C:4]([C@H:9]2[CH2:13][CH2:12][C@@H:11]([CH2:14][CH2:15][C:16]([O:18][CH3:19])=[O:17])[N:10]2[C:20]([O:22][C:23]([CH3:26])([CH3:25])[CH3:24])=[O:21])[CH:5]=[CH:6][C:7]=1[F:8], predict the reactants needed to synthesize it. The reactants are: [F:1][C:2]1[CH:3]=[C:4]([C@H:9]2[CH2:13][CH2:12][C@@H:11](/[CH:14]=[CH:15]/[C:16]([O:18][CH3:19])=[O:17])[N:10]2[C:20]([O:22][C:23]([CH3:26])([CH3:25])[CH3:24])=[O:21])[CH:5]=[CH:6][C:7]=1[F:8].[H][H].